This data is from Forward reaction prediction with 1.9M reactions from USPTO patents (1976-2016). The task is: Predict the product of the given reaction. (1) Given the reactants [CH3:1][O:2][CH2:3][CH2:4][CH2:5][CH2:6][CH:7]([NH:20][C:21]1[CH:29]=[CH:28][C:24]([C:25](O)=[O:26])=[CH:23][CH:22]=1)[C:8]1[O:9][C:10]2[CH:17]=[CH:16][C:15]([O:18][CH3:19])=[CH:14][C:11]=2[C:12]=1[CH3:13].Cl.[CH2:31]([O:33][C:34](=[O:38])[CH2:35][CH2:36][NH2:37])[CH3:32].O.ON1C2C=CC=CC=2N=N1.Cl.C(N=C=NCCCN(C)C)C.[Cl-].[NH4+], predict the reaction product. The product is: [CH3:1][O:2][CH2:3][CH2:4][CH2:5][CH2:6][CH:7]([NH:20][C:21]1[CH:29]=[CH:28][C:24]([C:25]([NH:37][CH2:36][CH2:35][C:34]([O:33][CH2:31][CH3:32])=[O:38])=[O:26])=[CH:23][CH:22]=1)[C:8]1[O:9][C:10]2[CH:17]=[CH:16][C:15]([O:18][CH3:19])=[CH:14][C:11]=2[C:12]=1[CH3:13]. (2) Given the reactants [CH3:1][N:2]([CH3:26])[CH2:3][CH2:4][N:5]1[C:13]2[C:8](=[CH:9][C:10]([O:14][CH3:15])=[CH:11][CH:12]=2)[C:7]([CH:16]=O)=[C:6]1[C:18]1[C:19]([CH3:25])=[N:20][N:21]([CH3:24])[C:22]=1[CH3:23].[CH3:27][NH:28][C:29]([NH:31][C:32]1[CH:33]=[CH:34][C:35]2[O:39][CH2:38][C:37](=[O:40])[C:36]=2[CH:41]=1)=[O:30].C([O-])([O-])=O.[Na+].[Na+], predict the reaction product. The product is: [CH3:26][N:2]([CH3:1])[CH2:3][CH2:4][N:5]1[C:13]2[C:8](=[CH:9][C:10]([O:14][CH3:15])=[CH:11][CH:12]=2)[C:7](/[CH:16]=[C:38]2\[O:39][C:35]3[CH:34]=[CH:33][C:32]([NH:31][C:29]([NH:28][CH3:27])=[O:30])=[CH:41][C:36]=3[C:37]\2=[O:40])=[C:6]1[C:18]1[C:19]([CH3:25])=[N:20][N:21]([CH3:24])[C:22]=1[CH3:23]. (3) Given the reactants [C:1]([O:5][C:6]([N:8]1[CH:17]([C:18]([OH:20])=O)[CH2:16][C:15]2[CH:14]=[C:13]3[O:21][CH2:22][C@H:23]([C:25]4[CH:30]=[CH:29][C:28]([O:31][CH2:32][C:33]5[CH:38]=[CH:37][C:36]([Cl:39])=[C:35]([Cl:40])[CH:34]=5)=[CH:27][CH:26]=4)[O:24][C:12]3=[CH:11][C:10]=2[CH2:9]1)=[O:7])([CH3:4])([CH3:3])[CH3:2].[CH3:41][O:42][C:43](=[O:62])[C@:44]([NH2:61])([CH3:60])[CH2:45][C:46]1[CH:51]=[CH:50][C:49]([C:52]2[CH:57]=[CH:56][C:55]([C:58]#[N:59])=[CH:54][CH:53]=2)=[CH:48][CH:47]=1, predict the reaction product. The product is: [C:1]([O:5][C:6]([N:8]1[CH:17]([C:18](=[O:20])[NH:61][C@@:44]([C:43]([O:42][CH3:41])=[O:62])([CH3:60])[CH2:45][C:46]2[CH:47]=[CH:48][C:49]([C:52]3[CH:57]=[CH:56][C:55]([C:58]#[N:59])=[CH:54][CH:53]=3)=[CH:50][CH:51]=2)[CH2:16][C:15]2[CH:14]=[C:13]3[O:21][CH2:22][C@H:23]([C:25]4[CH:30]=[CH:29][C:28]([O:31][CH2:32][C:33]5[CH:38]=[CH:37][C:36]([Cl:39])=[C:35]([Cl:40])[CH:34]=5)=[CH:27][CH:26]=4)[O:24][C:12]3=[CH:11][C:10]=2[CH2:9]1)=[O:7])([CH3:3])([CH3:2])[CH3:4]. (4) The product is: [Cl:3][C:4]1[CH:9]=[CH:8][C:7]([C:10]2[CH:11]=[C:12]([C:15]([OH:17])=[O:16])[S:13][CH:14]=2)=[CH:6][CH:5]=1. Given the reactants [OH-].[Na+].[Cl:3][C:4]1[CH:9]=[CH:8][C:7]([C:10]2[CH:11]=[C:12]([C:15]([O:17]C)=[O:16])[S:13][CH:14]=2)=[CH:6][CH:5]=1, predict the reaction product. (5) Given the reactants F[C:2]1[CH:9]=[CH:8][C:5]([C:6]#[N:7])=[C:4]([C:10]([F:13])([F:12])[F:11])[CH:3]=1.[OH:14][C@H:15]1[CH2:19][CH2:18][NH:17][C@H:16]1[CH3:20].C(=O)([O-])[O-].[Li+].[Li+], predict the reaction product. The product is: [OH:14][C@H:15]1[CH2:19][CH2:18][N:17]([C:2]2[CH:9]=[CH:8][C:5]([C:6]#[N:7])=[C:4]([C:10]([F:13])([F:12])[F:11])[CH:3]=2)[C@H:16]1[CH3:20]. (6) Given the reactants C[O:2][C:3](=[O:33])[C@@H:4]([NH:9][C:10]([C:12]1[O:16][N:15]=[C:14]([C:17]2[CH:22]=[CH:21][C:20]([NH:23][C:24]([NH:26][CH:27]3[CH2:32][CH2:31][CH2:30][CH2:29][CH2:28]3)=[O:25])=[CH:19][CH:18]=2)[CH:13]=1)=[O:11])[CH2:5][CH:6]([CH3:8])[CH3:7].[K+].[Br-], predict the reaction product. The product is: [CH:27]1([NH:26][C:24](=[O:25])[NH:23][C:20]2[CH:21]=[CH:22][C:17]([C:14]3[CH:13]=[C:12]([C:10]([NH:9][C@@H:4]([CH2:5][CH:6]([CH3:7])[CH3:8])[C:3]([OH:33])=[O:2])=[O:11])[O:16][N:15]=3)=[CH:18][CH:19]=2)[CH2:28][CH2:29][CH2:30][CH2:31][CH2:32]1. (7) Given the reactants C[O:2][C:3](=[O:11])[C:4]1[CH:9]=[CH:8][C:7](I)=[CH:6][CH:5]=1.NCCNCC(NC([C:25]1[CH:30]=[CH:29][C:28]([C:31]2C=CC(CC)=C[CH:32]=2)=[CH:27][CH:26]=1)=O)C(=O)NO.C1COCC1, predict the reaction product. The product is: [C:28]1([C:31]#[C:32][C:7]2[CH:8]=[CH:9][C:4]([C:3]([OH:2])=[O:11])=[CH:5][CH:6]=2)[CH:29]=[CH:30][CH:25]=[CH:26][CH:27]=1. (8) Given the reactants [Br:1][C:2]1[CH:3]=[C:4]([CH2:8][C:9]([OH:11])=[O:10])[CH:5]=[CH:6][CH:7]=1.Cl.[CH3:13]O, predict the reaction product. The product is: [CH3:13][O:10][C:9](=[O:11])[CH2:8][C:4]1[CH:5]=[CH:6][CH:7]=[C:2]([Br:1])[CH:3]=1.